Dataset: NCI-60 drug combinations with 297,098 pairs across 59 cell lines. Task: Regression. Given two drug SMILES strings and cell line genomic features, predict the synergy score measuring deviation from expected non-interaction effect. (1) Drug 1: CC1=C2C(C(=O)C3(C(CC4C(C3C(C(C2(C)C)(CC1OC(=O)C(C(C5=CC=CC=C5)NC(=O)OC(C)(C)C)O)O)OC(=O)C6=CC=CC=C6)(CO4)OC(=O)C)OC)C)OC. Drug 2: CC1C(C(CC(O1)OC2CC(OC(C2O)C)OC3=CC4=CC5=C(C(=O)C(C(C5)C(C(=O)C(C(C)O)O)OC)OC6CC(C(C(O6)C)O)OC7CC(C(C(O7)C)O)OC8CC(C(C(O8)C)O)(C)O)C(=C4C(=C3C)O)O)O)O. Cell line: NCI-H460. Synergy scores: CSS=28.7, Synergy_ZIP=-1.08, Synergy_Bliss=-4.48, Synergy_Loewe=-32.8, Synergy_HSA=-4.72. (2) Drug 1: C1=CC(=C2C(=C1NCCNCCO)C(=O)C3=C(C=CC(=C3C2=O)O)O)NCCNCCO. Cell line: LOX IMVI. Drug 2: C1CC(=O)NC(=O)C1N2C(=O)C3=CC=CC=C3C2=O. Synergy scores: CSS=43.4, Synergy_ZIP=4.75, Synergy_Bliss=6.31, Synergy_Loewe=-22.1, Synergy_HSA=5.79. (3) Drug 1: C1C(C(OC1N2C=C(C(=O)NC2=O)F)CO)O. Drug 2: CC1C(C(CC(O1)OC2CC(CC3=C2C(=C4C(=C3O)C(=O)C5=CC=CC=C5C4=O)O)(C(=O)C)O)N)O. Cell line: HOP-92. Synergy scores: CSS=51.5, Synergy_ZIP=-6.85, Synergy_Bliss=-7.90, Synergy_Loewe=1.19, Synergy_HSA=2.03.